From a dataset of Forward reaction prediction with 1.9M reactions from USPTO patents (1976-2016). Predict the product of the given reaction. (1) Given the reactants [CH2:1]([C:3]1[CH:4]=[C:5]([O:18][CH2:19][CH2:20][CH2:21][C:22]([O:24][CH2:25][CH3:26])=[O:23])[CH:6]=[CH:7][C:8]=1B1OC(C)(C)C(C)(C)O1)[CH3:2].Br[C:28]1[N:32]=[C:31]([C:33]2[CH:34]=[CH:35][C:36]([O:41][CH:42]([CH3:44])[CH3:43])=[C:37]([CH:40]=2)[C:38]#[N:39])[S:30][N:29]=1.P([O-])([O-])([O-])=O.[K+].[K+].[K+], predict the reaction product. The product is: [C:38]([C:37]1[CH:40]=[C:33]([C:31]2[S:30][N:29]=[C:28]([C:8]3[CH:7]=[CH:6][C:5]([O:18][CH2:19][CH2:20][CH2:21][C:22]([O:24][CH2:25][CH3:26])=[O:23])=[CH:4][C:3]=3[CH2:1][CH3:2])[N:32]=2)[CH:34]=[CH:35][C:36]=1[O:41][CH:42]([CH3:44])[CH3:43])#[N:39]. (2) Given the reactants [OH:1][CH2:2][CH2:3][N:4](C)[C:5](=O)OC(C)(C)C.N1C=CC=CC=1.[C:19]([Cl:24])(=[O:23])[O:20][CH2:21][CH3:22], predict the reaction product. The product is: [ClH:24].[C:19](=[O:23])([O:1][CH2:2][CH2:3][NH:4][CH3:5])[O:20][CH2:21][CH3:22]. (3) Given the reactants [CH3:1][O:2][C:3]1[CH:4]=[C:5]([CH:9]=[CH:10][C:11]=1[C:12]1[CH:17]=[CH:16][CH:15]=[CH:14][N:13]=1)[C:6]([OH:8])=O.[NH2:18][C:19]1[C:24](O)=[CH:23][CH:22]=[C:21]([CH3:26])[CH:20]=1.C[Si](OP(=O)=O)(C)C.C([O-])(O)=O.[Na+], predict the reaction product. The product is: [CH3:1][O:2][C:3]1[CH:4]=[C:5]([C:6]2[O:8][C:24]3[CH:23]=[CH:22][C:21]([CH3:26])=[CH:20][C:19]=3[N:18]=2)[CH:9]=[CH:10][C:11]=1[C:12]1[CH:17]=[CH:16][CH:15]=[CH:14][N:13]=1. (4) Given the reactants [NH2:1][C@@H:2]([CH:22]([CH3:24])[CH3:23])[C:3]([N:5]1[CH2:9][CH2:8][CH2:7][C@H:6]1[C:10]1[NH:11][C:12]([C:15]2[CH:20]=[CH:19][C:18]([Br:21])=[CH:17][CH:16]=2)=[CH:13][N:14]=1)=[O:4].C([N:42]=[C:43]=[S:44])(=O)OCC1C2C=CC=CC=2C2C1=CC=CC=2.N1CCCCC1, predict the reaction product. The product is: [Br:21][C:18]1[CH:17]=[CH:16][C:15]([C:12]2[NH:11][C:10]([C@@H:6]3[CH2:7][CH2:8][CH2:9][N:5]3[C:3](=[O:4])[C@@H:2]([NH:1][C:43]([NH2:42])=[S:44])[CH:22]([CH3:24])[CH3:23])=[N:14][CH:13]=2)=[CH:20][CH:19]=1. (5) Given the reactants [H-].[Na+].C[C:4](P(OC)(O)=O)([C:6]([O-:8])=[O:7])[CH3:5].[C:14]([O:18][C:19]([NH:21][CH:22]([C:26]1[CH:31]=[CH:30][C:29]([O:32][C:33]2[CH:38]=[CH:37][C:36](C=O)=[CH:35][CH:34]=2)=[CH:28][CH:27]=1)[C:23]([OH:25])=[O:24])=[O:20])([CH3:17])([CH3:16])[CH3:15].[CH3:41]CCCCC, predict the reaction product. The product is: [CH3:41][O:8][C:6](=[O:7])[CH:4]=[CH:5][C:36]1[CH:35]=[CH:34][C:33]([O:32][C:29]2[CH:30]=[CH:31][C:26]([CH:22]([NH:21][C:19]([O:18][C:14]([CH3:15])([CH3:17])[CH3:16])=[O:20])[C:23]([OH:25])=[O:24])=[CH:27][CH:28]=2)=[CH:38][CH:37]=1.